Dataset: Forward reaction prediction with 1.9M reactions from USPTO patents (1976-2016). Task: Predict the product of the given reaction. (1) Given the reactants C[Si]([N-][Si](C)(C)C)(C)C.[Li+].[F:11][C:12]([F:28])([F:27])[C:13]1[C:14]([N:19]2[CH:23]=[C:22]([C:24](=[O:26])[CH3:25])[CH:21]=[N:20]2)=[N:15][CH:16]=[CH:17][CH:18]=1.[F:29][C:30]([F:37])([F:36])[C:31](OCC)=[O:32].Cl, predict the reaction product. The product is: [F:29][C:30]([F:37])([F:36])[C:31](=[O:32])[CH2:25][C:24]([C:22]1[CH:21]=[N:20][N:19]([C:14]2[C:13]([C:12]([F:11])([F:27])[F:28])=[CH:18][CH:17]=[CH:16][N:15]=2)[CH:23]=1)=[O:26]. (2) Given the reactants Cl[C:2]1[C:7]([C:8]#[N:9])=[N:6][CH:5]=[CH:4][N:3]=1.C([O-])([O-])=O.[Cs+].[Cs+].[CH3:16][NH:17][S:18]([C:21]1[CH:26]=[CH:25][CH:24]=[CH:23][CH:22]=1)(=[O:20])=[O:19], predict the reaction product. The product is: [C:8]([C:7]1[C:2]([N:17]([CH3:16])[S:18]([C:21]2[CH:26]=[CH:25][CH:24]=[CH:23][CH:22]=2)(=[O:20])=[O:19])=[N:3][CH:4]=[CH:5][N:6]=1)#[N:9]. (3) Given the reactants [Cl:1][C:2]1[CH:7]=[C:6]([Cl:8])[CH:5]=[CH:4][C:3]=1[N:9]1[C:13]([C:14]2[CH:19]=[CH:18][C:17]([O:20][S:21]([CH2:24][CH2:25][C:26]([F:29])([F:28])[F:27])(=[O:23])=[O:22])=[CH:16][CH:15]=2)=[C:12]([CH2:30][OH:31])[C:11]([C:32](O)=[O:33])=[N:10]1.Cl.[NH2:36][C@H:37]1[CH2:42][CH2:41][CH2:40][CH2:39][C@H:38]1[OH:43].C(N(CC)CC)C.F[P-](F)(F)(F)(F)F.N1(O[P+](N(C)C)(N(C)C)N(C)C)C2C=CC=CC=2N=N1, predict the reaction product. The product is: [Cl:1][C:2]1[CH:7]=[C:6]([Cl:8])[CH:5]=[CH:4][C:3]=1[N:9]1[C:13]([C:14]2[CH:19]=[CH:18][C:17]([O:20][S:21]([CH2:24][CH2:25][C:26]([F:27])([F:28])[F:29])(=[O:22])=[O:23])=[CH:16][CH:15]=2)=[C:12]([CH2:30][OH:31])[C:11]([C:32](=[O:33])[NH:36][CH:37]2[CH2:42][CH2:41][CH2:40][CH2:39][CH:38]2[OH:43])=[N:10]1.